From a dataset of HIV replication inhibition screening data with 41,000+ compounds from the AIDS Antiviral Screen. Binary Classification. Given a drug SMILES string, predict its activity (active/inactive) in a high-throughput screening assay against a specified biological target. The molecule is CCN(CC)Cc1c2c(O)c3c(O)c(C)c4c(c3c1O)C(=O)C(C)(OC=CC(OC)C(C)C(OC(C)=O)C(C)C(O)C(C)C(O)C(C)C=CC=C(C)C(=O)N2)O4. The result is 0 (inactive).